From a dataset of Peptide-MHC class II binding affinity with 134,281 pairs from IEDB. Regression. Given a peptide amino acid sequence and an MHC pseudo amino acid sequence, predict their binding affinity value. This is MHC class II binding data. (1) The peptide sequence is EFQVVNPHLLRVLTE. The MHC is HLA-DQA10101-DQB10501 with pseudo-sequence HLA-DQA10101-DQB10501. The binding affinity (normalized) is 0.247. (2) The peptide sequence is PFAATHNPWASQRF. The MHC is DRB1_0901 with pseudo-sequence DRB1_0901. The binding affinity (normalized) is 0.221. (3) The peptide sequence is IDLNVLLSAAINFFL. The MHC is DRB1_0301 with pseudo-sequence DRB1_0301. The binding affinity (normalized) is 0.306. (4) The peptide sequence is GATDVDGMAWFTPVG. The MHC is DRB4_0101 with pseudo-sequence DRB4_0103. The binding affinity (normalized) is 0.226. (5) The peptide sequence is DVKFPGMGQIVGGVY. The MHC is HLA-DQA10501-DQB10301 with pseudo-sequence HLA-DQA10501-DQB10301. The binding affinity (normalized) is 0.555. (6) The peptide sequence is AAATAGTTVYGAFAN. The MHC is HLA-DPA10103-DPB10401 with pseudo-sequence HLA-DPA10103-DPB10401. The binding affinity (normalized) is 0.0502. (7) The peptide sequence is RAKDPPAGTRKIMKV. The MHC is HLA-DQA10501-DQB10303 with pseudo-sequence HLA-DQA10501-DQB10303. The binding affinity (normalized) is 0.263. (8) The peptide sequence is EKKYFAATQKEPLAA. The MHC is HLA-DQA10301-DQB10302 with pseudo-sequence HLA-DQA10301-DQB10302. The binding affinity (normalized) is 0.296. (9) The peptide sequence is YRKGLGNFVQTDRKS. The MHC is DRB1_0405 with pseudo-sequence DRB1_0405. The binding affinity (normalized) is 0.471. (10) The peptide sequence is RVLDILVARRLLLKK. The MHC is DRB1_0405 with pseudo-sequence DRB1_0405. The binding affinity (normalized) is 0.448.